From a dataset of Forward reaction prediction with 1.9M reactions from USPTO patents (1976-2016). Predict the product of the given reaction. (1) Given the reactants [CH2:1]([C:3]1[N:7]=[C:6]([C:8]2[S:12][C:11]([NH2:13])=[N:10][C:9]=2[C:14]2[CH:19]=[CH:18][CH:17]=[CH:16][CH:15]=2)[O:5][N:4]=1)[CH3:2].[S:20]1[CH:24]=[CH:23][CH:22]=[C:21]1[CH2:25][C:26](Cl)=[O:27], predict the reaction product. The product is: [CH2:1]([C:3]1[N:7]=[C:6]([C:8]2[S:12][C:11]([NH:13][C:26](=[O:27])[CH2:25][C:21]3[S:20][CH:24]=[CH:23][CH:22]=3)=[N:10][C:9]=2[C:14]2[CH:19]=[CH:18][CH:17]=[CH:16][CH:15]=2)[O:5][N:4]=1)[CH3:2]. (2) Given the reactants [CH2:1]([O:4][C:5]1[CH:6]=[C:7]2[C:11](=[CH:12][CH:13]=1)[N:10]([CH3:14])[CH:9]=[C:8]2[C:15]1[N:23]([S:24]([C:27]2[CH:32]=[CH:31][C:30]([CH3:33])=[CH:29][CH:28]=2)(=[O:26])=[O:25])[C:18]2=[N:19][CH:20]=[CH:21][CH:22]=[C:17]2[CH:16]=1)[CH:2]=[CH2:3].[O:34]1CCCC1, predict the reaction product. The product is: [CH3:14][N:10]1[C:11]2[C:7](=[CH:6][C:5]([O:4][CH2:1][CH2:2][CH2:3][OH:34])=[CH:13][CH:12]=2)[C:8]([C:15]2[N:23]([S:24]([C:27]3[CH:32]=[CH:31][C:30]([CH3:33])=[CH:29][CH:28]=3)(=[O:26])=[O:25])[C:18]3=[N:19][CH:20]=[CH:21][CH:22]=[C:17]3[CH:16]=2)=[CH:9]1.[CH3:14][N:10]1[C:11]2[C:7](=[CH:6][C:5]([O:4][CH2:1][CH:2]([OH:34])[CH3:3])=[CH:13][CH:12]=2)[C:8]([C:15]2[N:23]([S:24]([C:27]3[CH:32]=[CH:31][C:30]([CH3:33])=[CH:29][CH:28]=3)(=[O:26])=[O:25])[C:18]3=[N:19][CH:20]=[CH:21][CH:22]=[C:17]3[CH:16]=2)=[CH:9]1. (3) Given the reactants [N+:1]([C:4]1[CH:5]=[C:6]([N:10]2[C:19]3[C:14](=[CH:15][CH:16]=[CH:17][N:18]=3)[CH:13]=[C:12]([CH2:20][CH2:21][CH:22]([OH:29])[C:23]3[CH:28]=[CH:27][N:26]=[CH:25][CH:24]=3)[C:11]2=[O:30])[CH:7]=[CH:8][CH:9]=1)([O-])=O.[Sn](Cl)(Cl)(Cl)Cl, predict the reaction product. The product is: [NH2:1][C:4]1[CH:5]=[C:6]([N:10]2[C:19]3[C:14](=[CH:15][CH:16]=[CH:17][N:18]=3)[CH:13]=[C:12]([CH2:20][CH2:21][CH:22]([OH:29])[C:23]3[CH:24]=[CH:25][N:26]=[CH:27][CH:28]=3)[C:11]2=[O:30])[CH:7]=[CH:8][CH:9]=1. (4) Given the reactants [F:1][CH:2]([F:25])[CH2:3][C:4]1[CH:9]=[CH:8][C:7]([CH:10]2[CH2:15][CH:14]([C:16]3[O:20][N:19]=[C:18]([CH2:21][CH2:22][O:23][CH3:24])[N:17]=3)[CH2:13][NH:12][CH2:11]2)=[CH:6][CH:5]=1.C(N(CC)CC)C.Cl[C:34]([O:36][C:37]1[CH:42]=[CH:41][C:40]([N+:43]([O-:45])=[O:44])=[CH:39][CH:38]=1)=[O:35], predict the reaction product. The product is: [F:25][CH:2]([F:1])[CH2:3][C:4]1[CH:9]=[CH:8][C:7]([CH:10]2[CH2:15][CH:14]([C:16]3[O:20][N:19]=[C:18]([CH2:21][CH2:22][O:23][CH3:24])[N:17]=3)[CH2:13][N:12]([C:34]([O:36][C:37]3[CH:38]=[CH:39][C:40]([N+:43]([O-:45])=[O:44])=[CH:41][CH:42]=3)=[O:35])[CH2:11]2)=[CH:6][CH:5]=1. (5) Given the reactants [Br:1][C:2]1[CH:7]=[C:6]([F:8])[CH:5]=[CH:4][C:3]=1[CH3:9].[N+:10]([O-])([O-:12])=[O:11].[K+], predict the reaction product. The product is: [Br:1][C:2]1[CH:7]=[C:6]([F:8])[C:5]([N+:10]([O-:12])=[O:11])=[CH:4][C:3]=1[CH3:9]. (6) Given the reactants [C:1]([O:5][C:6](=[O:29])[C:7]([O:10]/[N:11]=[C:12](/[C:16]1[N:17]=[C:18]([NH:21][C:22]([O:24][C:25]([CH3:28])([CH3:27])[CH3:26])=[O:23])[S:19][CH:20]=1)\[C:13]([OH:15])=O)([CH3:9])[CH3:8])([CH3:4])([CH3:3])[CH3:2].CCN(C(C)C)C(C)C.CN(C(ON1N=NC2C=CC=NC1=2)=[N+](C)C)C.F[P-](F)(F)(F)(F)F.[NH2:63][C@H:64]1[C@@H:67]([CH2:68][N:69]2[N:73]=[N:72][C:71]([CH3:74])=[N:70]2)[NH:66][C:65]1=[O:75], predict the reaction product. The product is: [C:25]([O:24][C:22]([NH:21][C:18]1[S:19][CH:20]=[C:16](/[C:12](=[N:11]/[O:10][C:7]([CH3:9])([CH3:8])[C:6]([O:5][C:1]([CH3:4])([CH3:3])[CH3:2])=[O:29])/[C:13]([NH:63][C@@H:64]2[C:65](=[O:75])[NH:66][C@@H:67]2[CH2:68][N:69]2[N:73]=[N:72][C:71]([CH3:74])=[N:70]2)=[O:15])[N:17]=1)=[O:23])([CH3:27])([CH3:28])[CH3:26]. (7) Given the reactants [Sn](Cl)Cl.[Cl:4][C:5]1[C:14]([NH:15][S:16]([C:19]2[CH:24]=[CH:23][C:22]([C:25]([F:28])([F:27])[F:26])=[CH:21][C:20]=2[N+:29]([O-])=O)(=[O:18])=[O:17])=[C:13]2[C:8]([C:9]([O:32][CH3:33])=[CH:10][CH:11]=[N:12]2)=[CH:7][CH:6]=1, predict the reaction product. The product is: [NH2:29][C:20]1[CH:21]=[C:22]([C:25]([F:27])([F:28])[F:26])[CH:23]=[CH:24][C:19]=1[S:16]([NH:15][C:14]1[C:5]([Cl:4])=[CH:6][CH:7]=[C:8]2[C:13]=1[N:12]=[CH:11][CH:10]=[C:9]2[O:32][CH3:33])(=[O:17])=[O:18]. (8) Given the reactants [Br:1][C:2]1[C:7]2[O:8][CH2:9][C:10](=[O:12])[NH:11][C:6]=2[CH:5]=[C:4]([C:13]([O:15]CC)=[O:14])[CH:3]=1.[OH-].[Na+].Cl, predict the reaction product. The product is: [Br:1][C:2]1[C:7]2[O:8][CH2:9][C:10](=[O:12])[NH:11][C:6]=2[CH:5]=[C:4]([C:13]([OH:15])=[O:14])[CH:3]=1. (9) Given the reactants [H-].[Na+].[CH2:3]([O:5][C:6]([C:8]1[NH:9][C:10]2[C:15]([C:16]=1[CH2:17][N:18]([CH2:25][C:26]1[CH:31]=[C:30]([C:32]([F:35])([F:34])[F:33])[CH:29]=[C:28]([C:36]([F:39])([F:38])[F:37])[CH:27]=1)[C:19]1[N:20]=[N:21][N:22]([CH3:24])[N:23]=1)=[CH:14][CH:13]=[CH:12][CH:11]=2)=[O:7])[CH3:4].[CH:40]1([C:43](Cl)=[O:44])[CH2:42][CH2:41]1, predict the reaction product. The product is: [CH2:3]([O:5][C:6]([C:8]1[N:9]([C:43]([CH:40]2[CH2:42][CH2:41]2)=[O:44])[C:10]2[C:15]([C:16]=1[CH2:17][N:18]([CH2:25][C:26]1[CH:31]=[C:30]([C:32]([F:33])([F:34])[F:35])[CH:29]=[C:28]([C:36]([F:39])([F:38])[F:37])[CH:27]=1)[C:19]1[N:20]=[N:21][N:22]([CH3:24])[N:23]=1)=[CH:14][CH:13]=[CH:12][CH:11]=2)=[O:7])[CH3:4]. (10) Given the reactants [CH3:1][O:2][C:3](=[O:33])[CH:4]([C:9]1[CH:10]=[C:11]([C:23]2[CH:28]=[CH:27][C:26]([C:29]([F:32])([F:31])[F:30])=[CH:25][CH:24]=2)[CH:12]=[C:13]([O:15]CC2C=CC=CC=2)[CH:14]=1)[CH2:5][C:6]([CH3:8])=[CH2:7], predict the reaction product. The product is: [CH3:1][O:2][C:3](=[O:33])[CH:4]([C:9]1[CH:10]=[C:11]([C:23]2[CH:24]=[CH:25][C:26]([C:29]([F:31])([F:30])[F:32])=[CH:27][CH:28]=2)[CH:12]=[C:13]([OH:15])[CH:14]=1)[CH2:5][CH:6]([CH3:8])[CH3:7].